Task: Predict the reactants needed to synthesize the given product.. Dataset: Full USPTO retrosynthesis dataset with 1.9M reactions from patents (1976-2016) (1) Given the product [I:1][C:2]1[CH:3]=[C:4]([NH2:28])[C:5]([NH:8][CH2:9][C:10]2[CH:15]=[CH:14][C:13]([O:16][CH2:17][C:18]3[CH:23]=[CH:22][C:21]([O:24][CH3:25])=[CH:20][CH:19]=3)=[C:12]([O:26][CH3:27])[CH:11]=2)=[N:6][CH:7]=1, predict the reactants needed to synthesize it. The reactants are: [I:1][C:2]1[CH:3]=[C:4]([N+:28]([O-])=O)[C:5]([NH:8][CH2:9][C:10]2[CH:15]=[CH:14][C:13]([O:16][CH2:17][C:18]3[CH:23]=[CH:22][C:21]([O:24][CH3:25])=[CH:20][CH:19]=3)=[C:12]([O:26][CH3:27])[CH:11]=2)=[N:6][CH:7]=1.O.[Cl-].[NH4+]. (2) Given the product [CH2:1]([O:8][C:9]1[CH:10]=[C:11]2[C:16](=[CH:17][CH:18]=1)[C:15](=[O:19])[N:14]([CH2:20][CH:21]([CH3:23])[CH3:22])[C:13]([C:24]([OH:26])=[O:25])=[C:12]2[C:28]1[CH:33]=[CH:32][C:31]([F:34])=[CH:30][CH:29]=1)[C:2]1[CH:3]=[CH:4][CH:5]=[CH:6][CH:7]=1, predict the reactants needed to synthesize it. The reactants are: [CH2:1]([O:8][C:9]1[CH:10]=[C:11]2[C:16](=[CH:17][CH:18]=1)[C:15](=[O:19])[N:14]([CH2:20][CH:21]([CH3:23])[CH3:22])[C:13]([C:24]([O:26]C)=[O:25])=[C:12]2[C:28]1[CH:33]=[CH:32][C:31]([F:34])=[CH:30][CH:29]=1)[C:2]1[CH:7]=[CH:6][CH:5]=[CH:4][CH:3]=1.O.[OH-].[Li+].O.Cl. (3) Given the product [Br:35][CH2:1][C:2]1[C:7]([S:8][CH3:9])=[CH:6][CH:5]=[CH:4][C:3]=1[N:10]1[C:14](=[O:15])[N:13]([CH3:16])[N:12]=[N:11]1, predict the reactants needed to synthesize it. The reactants are: [CH3:1][C:2]1[C:7]([S:8][CH3:9])=[CH:6][CH:5]=[CH:4][C:3]=1[N:10]1[C:14](=[O:15])[N:13]([CH3:16])[N:12]=[N:11]1.N(C1(C#N)CCCCC1)=NC1(C#N)CCCCC1.[Br:35]N1C(=O)CCC1=O.ClC1C=CC=CC=1. (4) Given the product [C:25]([O:29][C:30]([N:32]1[CH:33]2[CH2:39][CH2:38][CH:37]1[CH2:36][N:35]([C:40]([C:42]1[CH:43]=[N:44][C:45]([NH:48][C:10]3[N:11]=[CH:12][C:7]4[CH:6]=[C:5]([C:3](=[O:4])[N:2]([CH3:24])[CH3:1])[N:14]([CH:15]5[CH2:20][CH2:19][N:18]([CH:21]6[CH2:23][CH2:22]6)[CH2:17][CH2:16]5)[C:8]=4[N:9]=3)=[CH:46][CH:47]=1)=[O:41])[CH2:34]2)=[O:31])([CH3:28])([CH3:26])[CH3:27], predict the reactants needed to synthesize it. The reactants are: [CH3:1][N:2]([CH3:24])[C:3]([C:5]1[N:14]([CH:15]2[CH2:20][CH2:19][N:18]([CH:21]3[CH2:23][CH2:22]3)[CH2:17][CH2:16]2)[C:8]2[N:9]=[C:10](Cl)[N:11]=[CH:12][C:7]=2[CH:6]=1)=[O:4].[C:25]([O:29][C:30]([N:32]1[CH:37]2[CH2:38][CH2:39][CH:33]1[CH2:34][N:35]([C:40]([C:42]1[CH:43]=[N:44][C:45]([NH2:48])=[CH:46][CH:47]=1)=[O:41])[CH2:36]2)=[O:31])([CH3:28])([CH3:27])[CH3:26]. (5) Given the product [OH:4][CH2:3][CH2:2][N:1]([CH2:14][C:13]1[CH:16]=[CH:17][C:10]([O:9][CH3:8])=[CH:11][CH:12]=1)[CH2:5][CH2:6][OH:7], predict the reactants needed to synthesize it. The reactants are: [NH:1]([CH2:5][CH2:6][OH:7])[CH2:2][CH2:3][OH:4].[CH3:8][O:9][C:10]1[CH:17]=[CH:16][C:13]([CH2:14]Cl)=[CH:12][CH:11]=1.